Predict which catalyst facilitates the given reaction. From a dataset of Catalyst prediction with 721,799 reactions and 888 catalyst types from USPTO. Reactant: [C:1]([NH:8][C:9]1[S:10][CH:11]=[C:12]([C:14](=[S:16])O)[N:13]=1)([O:3][C:4]([CH3:7])([CH3:6])[CH3:5])=[O:2].[H-].[Na+].O([CH2:27][P:28]([O:33][CH2:34][CH3:35])([O:30][CH2:31][CH3:32])=[O:29])S(C(F)(F)F)(=O)=O. Product: [C:1]([NH:8][C:9]1[S:10][CH:11]=[C:12]([C:14]([CH2:27][P:28]([O:33][CH2:34][CH3:35])([O:30][CH2:31][CH3:32])=[O:29])=[S:16])[N:13]=1)([O:3][C:4]([CH3:7])([CH3:6])[CH3:5])=[O:2]. The catalyst class is: 1.